This data is from Full USPTO retrosynthesis dataset with 1.9M reactions from patents (1976-2016). The task is: Predict the reactants needed to synthesize the given product. (1) Given the product [CH3:1][O:2][C:3](=[CH2:21])[CH2:4][C@@H:5]1[CH2:10][CH2:9][CH2:8][CH2:7][N:6]1[C:11]([O:13][C:14]([CH3:17])([CH3:16])[CH3:15])=[O:12], predict the reactants needed to synthesize it. The reactants are: [CH3:1][O:2][C:3](=O)[CH2:4][C@@H:5]1[CH2:10][CH2:9][CH2:8][CH2:7][N:6]1[C:11]([O:13][C:14]([CH3:17])([CH3:16])[CH3:15])=[O:12].[OH-].[Na+].[CH2:21]1COCC1. (2) Given the product [CH3:1][O:2][C:3]([C:4]([C:7]1[CH:8]=[CH:9][C:10]([C:13]([OH:22])=[O:14])=[CH:11][CH:12]=1)([CH3:6])[CH3:5])=[O:15], predict the reactants needed to synthesize it. The reactants are: [CH3:1][O:2][C:3](=[O:15])[C:4]([C:7]1[CH:12]=[CH:11][C:10]([CH:13]=[O:14])=[CH:9][CH:8]=1)([CH3:6])[CH3:5].CC(=CC)C.Cl([O-])=[O:22].[Na+].P([O-])(O)(O)=O.[Na+].Cl. (3) Given the product [CH2:17]([O:5][C:4](=[O:6])[C:3]1[CH:7]=[CH:8][CH:9]=[N:10][C:2]=1[Cl:1])[CH3:18], predict the reactants needed to synthesize it. The reactants are: [Cl:1][C:2]1[N:10]=[CH:9][CH:8]=[CH:7][C:3]=1[C:4]([OH:6])=[O:5].C(=O)([O-])[O-].[K+].[K+].[CH2:17](I)[CH3:18].O. (4) Given the product [Cl:3][C:4]1[C:9]([C:10]2[N:14]([S:48]([C:44]3[CH:45]=[CH:46][CH:47]=[C:42]([F:41])[CH:43]=3)(=[O:50])=[O:49])[CH:13]=[C:12]([CH2:15][N:16]([CH3:24])[C:17](=[O:23])[O:18][C:19]([CH3:21])([CH3:22])[CH3:20])[C:11]=2[F:25])=[CH:8][CH:7]=[CH:6][N:5]=1, predict the reactants needed to synthesize it. The reactants are: [H-].[Na+].[Cl:3][C:4]1[C:9]([C:10]2[NH:14][CH:13]=[C:12]([CH2:15][N:16]([CH3:24])[C:17](=[O:23])[O:18][C:19]([CH3:22])([CH3:21])[CH3:20])[C:11]=2[F:25])=[CH:8][CH:7]=[CH:6][N:5]=1.C1OCCOCCOCCOCCOC1.[F:41][C:42]1[CH:43]=[C:44]([S:48](Cl)(=[O:50])=[O:49])[CH:45]=[CH:46][CH:47]=1. (5) Given the product [OH:1][C:2]1[CH:9]=[CH:8][CH:7]=[C:6]([O:10][CH2:19][C:20]2[C:21]([C:26]3[N:30]([CH:31]([CH3:33])[CH3:32])[N:29]=[CH:28][CH:27]=3)=[N:22][CH:23]=[CH:24][CH:25]=2)[C:3]=1[CH:4]=[O:5], predict the reactants needed to synthesize it. The reactants are: [OH:1][C:2]1[CH:9]=[CH:8][CH:7]=[C:6]([OH:10])[C:3]=1[CH:4]=[O:5].C([O-])([O-])=O.[K+].[K+].Cl.Cl[CH2:19][C:20]1[C:21]([C:26]2[N:30]([CH:31]([CH3:33])[CH3:32])[N:29]=[CH:28][CH:27]=2)=[N:22][CH:23]=[CH:24][CH:25]=1. (6) The reactants are: CC(C)=[O:3].OS(O)(=O)=O.O=[Cr](=O)=O.[O-:14][N+:15]1[O:19][N:18]=[C:17]([O:20][CH2:21][CH2:22][CH2:23][OH:24])[C:16]=1[C:25]1[CH:30]=[CH:29][CH:28]=[CH:27][CH:26]=1.CC(O)C. Given the product [O-:14][N+:15]1[O:19][N:18]=[C:17]([O:20][CH2:21][CH2:22][C:23]([OH:3])=[O:24])[C:16]=1[C:25]1[CH:30]=[CH:29][CH:28]=[CH:27][CH:26]=1, predict the reactants needed to synthesize it. (7) Given the product [F:12][C:13]1[CH:14]=[C:15]([NH:16][C:5]2[N:6]=[CH:7][CH:8]=[CH:9][C:4]=2[C:3]([O:2][CH3:1])=[O:11])[CH:17]=[C:18]([F:20])[CH:19]=1, predict the reactants needed to synthesize it. The reactants are: [CH3:1][O:2][C:3](=[O:11])[C:4]1[CH:9]=[CH:8][CH:7]=[N:6][C:5]=1F.[F:12][C:13]1[CH:14]=[C:15]([CH:17]=[C:18]([F:20])[CH:19]=1)[NH2:16].